From a dataset of Peptide-MHC class II binding affinity with 134,281 pairs from IEDB. Regression. Given a peptide amino acid sequence and an MHC pseudo amino acid sequence, predict their binding affinity value. This is MHC class II binding data. (1) The peptide sequence is EITPQASTTEAILPE. The binding affinity (normalized) is 0.561. The MHC is DRB1_0401 with pseudo-sequence DRB1_0401. (2) The peptide sequence is FGINSLFSRFRRDLE. The MHC is DRB1_0101 with pseudo-sequence DRB1_0101. The binding affinity (normalized) is 0.267. (3) The peptide sequence is YDKFLAVVSTVLTGK. The MHC is DRB1_1602 with pseudo-sequence DRB1_1602. The binding affinity (normalized) is 0.989. (4) The peptide sequence is GFKAALAAAAGVQPADKYRT. The MHC is DRB3_0101 with pseudo-sequence DRB3_0101. The binding affinity (normalized) is 0. (5) The peptide sequence is HMARELHPEYYKDC. The MHC is DRB1_1501 with pseudo-sequence DRB1_1501. The binding affinity (normalized) is 0.0500.